Dataset: Full USPTO retrosynthesis dataset with 1.9M reactions from patents (1976-2016). Task: Predict the reactants needed to synthesize the given product. Given the product [C:27]([C:2]1[CH:3]=[C:4]([S:12]([NH:15][C@H:16]2[CH2:21][CH2:20][CH2:19][C@@H:18]([N:22]3[CH:26]=[N:25][N:24]=[CH:23]3)[CH2:17]2)(=[O:14])=[O:13])[CH:5]=[C:6]([C:8]([F:11])([F:9])[F:10])[CH:7]=1)(=[O:31])[CH3:28], predict the reactants needed to synthesize it. The reactants are: Br[C:2]1[CH:3]=[C:4]([S:12]([NH:15][C@H:16]2[CH2:21][CH2:20][CH2:19][C@@H:18]([N:22]3[CH:26]=[N:25][N:24]=[CH:23]3)[CH2:17]2)(=[O:14])=[O:13])[CH:5]=[C:6]([C:8]([F:11])([F:10])[F:9])[CH:7]=1.[CH2:27]([O:31]C=C)[CH2:28]CC.C(N(CC)CC)C.